Dataset: Retrosynthesis with 50K atom-mapped reactions and 10 reaction types from USPTO. Task: Predict the reactants needed to synthesize the given product. Given the product CC(C)Oc1cc(Oc2ccc(S(C)(=O)=O)cn2)cc2cc(C3=NCC(CC(=O)O)S3)[nH]c12, predict the reactants needed to synthesize it. The reactants are: CCOC(=O)CC1CN=C(c2cc3cc(Oc4ccc(S(C)(=O)=O)cn4)cc(OC(C)C)c3[nH]2)S1.